Dataset: Forward reaction prediction with 1.9M reactions from USPTO patents (1976-2016). Task: Predict the product of the given reaction. (1) Given the reactants Cl[C:2]1[C:7]2[C:8]([I:30])=[N:9][N:10]([C:11]([C:24]3[CH:29]=[CH:28][CH:27]=[CH:26][CH:25]=3)([C:18]3[CH:23]=[CH:22][CH:21]=[CH:20][CH:19]=3)[C:12]3[CH:17]=[CH:16][CH:15]=[CH:14][CH:13]=3)[C:6]=2[CH:5]=[CH:4][N:3]=1.[CH3:31][OH:32].C[O-].[Na+].O, predict the reaction product. The product is: [I:30][C:8]1[C:7]2[C:2]([O:32][CH3:31])=[N:3][CH:4]=[CH:5][C:6]=2[N:10]([C:11]([C:24]2[CH:29]=[CH:28][CH:27]=[CH:26][CH:25]=2)([C:18]2[CH:23]=[CH:22][CH:21]=[CH:20][CH:19]=2)[C:12]2[CH:17]=[CH:16][CH:15]=[CH:14][CH:13]=2)[N:9]=1. (2) Given the reactants [NH:1]1[C:5]2[CH:6]=[CH:7][CH:8]=[CH:9][C:4]=2[N:3]=[N:2]1.[NH2:10][C:11]1[CH:16]=[CH:15][CH:14]=[CH:13][CH:12]=1.[CH:17](=O)[CH3:18], predict the reaction product. The product is: [CH3:17][CH:18]([N:1]1[C:5]2[CH:6]=[CH:7][CH:8]=[CH:9][C:4]=2[N:3]=[N:2]1)[NH:10][C:11]1[CH:16]=[CH:15][CH:14]=[CH:13][CH:12]=1. (3) Given the reactants [NH2:1][CH2:2][C@H:3]1[N:8]([C:9]([C:11]2[N:12]=[C:13]([CH3:23])[S:14][C:15]=2[C:16]2[CH:21]=[CH:20][CH:19]=[C:18]([Cl:22])[CH:17]=2)=[O:10])[CH2:7][C@H:6]2[C@@H:4]1[CH2:5]2.[CH3:24][N:25]1[C:29]([C:30](O)=[O:31])=[CH:28][C:27]([CH3:33])=[N:26]1, predict the reaction product. The product is: [Cl:22][C:18]1[CH:17]=[C:16]([C:15]2[S:14][C:13]([CH3:23])=[N:12][C:11]=2[C:9]([N:8]2[CH2:7][C@H:6]3[C@H:4]([CH2:5]3)[C@H:3]2[CH2:2][NH:1][C:30]([C:29]2[N:25]([CH3:24])[N:26]=[C:27]([CH3:33])[CH:28]=2)=[O:31])=[O:10])[CH:21]=[CH:20][CH:19]=1.